This data is from Forward reaction prediction with 1.9M reactions from USPTO patents (1976-2016). The task is: Predict the product of the given reaction. Given the reactants [Cl:1][C:2]1[CH:3]=[C:4]([CH:13]=[C:14]([Cl:16])[CH:15]=1)[CH2:5][C@@H:6]1[CH2:11][NH:10][C:9](=[O:12])[CH2:8][O:7]1.[H-].[Na+].[CH3:19][O:20][C:21]1[CH:28]=[CH:27][C:24]([CH2:25]Cl)=[CH:23][CH:22]=1, predict the reaction product. The product is: [Cl:16][C:14]1[CH:13]=[C:4]([CH:3]=[C:2]([Cl:1])[CH:15]=1)[CH2:5][C@@H:6]1[CH2:11][N:10]([CH2:25][C:24]2[CH:27]=[CH:28][C:21]([O:20][CH3:19])=[CH:22][CH:23]=2)[C:9](=[O:12])[CH2:8][O:7]1.